From a dataset of Reaction yield outcomes from USPTO patents with 853,638 reactions. Predict the reaction yield, written as a fraction of the theoretical maximum amount of product (1.0 means a 100% yield; for example, 0.34 means a 34% yield). The reactants are [CH3:1][O:2][C:3](=[O:18])[CH:4]([C@H:6]1[CH2:9][C@H:8]([O:10][CH2:11][C:12]2[CH:17]=[CH:16][CH:15]=[CH:14][CH:13]=2)[CH2:7]1)[CH3:5].[Li+].[CH3:20]C([N-]C(C)C)C.CCCCCC.IC. The product is [CH3:1][O:2][C:3](=[O:18])[C:4]([C@H:6]1[CH2:7][C@H:8]([O:10][CH2:11][C:12]2[CH:13]=[CH:14][CH:15]=[CH:16][CH:17]=2)[CH2:9]1)([CH3:20])[CH3:5]. The catalyst is C1COCC1.O. The yield is 0.700.